This data is from Buchwald-Hartwig C-N cross coupling reaction yields with 55,370 reactions. The task is: Predict the reaction yield, written as a fraction of the theoretical maximum amount of product (1.0 means a 100% yield; for example, 0.34 means a 34% yield). (1) The reactants are Brc1cccnc1.Cc1ccc(N)cc1.O=S(=O)(O[Pd]1c2ccccc2-c2ccccc2N~1)C(F)(F)F.COc1ccc(OC)c(P([C@]23C[C@H]4C[C@H](C[C@H](C4)C2)C3)[C@]23C[C@H]4C[C@H](C[C@H](C4)C2)C3)c1-c1c(C(C)C)cc(C(C)C)cc1C(C)C.CN1CCCN2CCCN=C12.Cc1cc(-n2cccc2)no1. No catalyst specified. The product is Cc1ccc(Nc2cccnc2)cc1. The yield is 0.617. (2) The reactants are Brc1cccnc1.Cc1ccc(N)cc1.O=S(=O)(O[Pd]1c2ccccc2-c2ccccc2N~1)C(F)(F)F.CC(C)c1cc(C(C)C)c(-c2ccccc2P(C2CCCCC2)C2CCCCC2)c(C(C)C)c1.CN1CCCN2CCCN=C12.Cc1cc(C)on1. The yield is 0.306. The product is Cc1ccc(Nc2cccnc2)cc1. No catalyst specified. (3) The reactants are FC(F)(F)c1ccc(Br)cc1.Cc1ccc(N)cc1.O=S(=O)(O[Pd]1c2ccccc2-c2ccccc2N~1)C(F)(F)F.CC(C)c1cc(C(C)C)c(-c2ccccc2P(C(C)(C)C)C(C)(C)C)c(C(C)C)c1.CCN=P(N=P(N(C)C)(N(C)C)N(C)C)(N(C)C)N(C)C.CCOC(=O)c1cc(C)on1. No catalyst specified. The product is Cc1ccc(Nc2ccc(C(F)(F)F)cc2)cc1. The yield is 0.458. (4) The reactants are COc1ccc(Br)cc1.Cc1ccc(N)cc1.O=S(=O)(O[Pd]1c2ccccc2-c2ccccc2N~1)C(F)(F)F.COc1ccc(OC)c(P(C(C)(C)C)C(C)(C)C)c1-c1c(C(C)C)cc(C(C)C)cc1C(C)C.CCN=P(N=P(N(C)C)(N(C)C)N(C)C)(N(C)C)N(C)C.Cc1cc(C)on1. No catalyst specified. The product is COc1ccc(Nc2ccc(C)cc2)cc1. The yield is 0.478. (5) The product is CCc1ccc(Nc2ccc(C)cc2)cc1. The reactants are CCc1ccc(I)cc1.Cc1ccc(N)cc1.O=S(=O)(O[Pd]1c2ccccc2-c2ccccc2N~1)C(F)(F)F.COc1ccc(OC)c(P(C(C)(C)C)C(C)(C)C)c1-c1c(C(C)C)cc(C(C)C)cc1C(C)C.CCN=P(N=P(N(C)C)(N(C)C)N(C)C)(N(C)C)N(C)C.Cc1cc(C)on1. No catalyst specified. The yield is 0.742.